From a dataset of NCI-60 drug combinations with 297,098 pairs across 59 cell lines. Regression. Given two drug SMILES strings and cell line genomic features, predict the synergy score measuring deviation from expected non-interaction effect. (1) Drug 1: CCCCC(=O)OCC(=O)C1(CC(C2=C(C1)C(=C3C(=C2O)C(=O)C4=C(C3=O)C=CC=C4OC)O)OC5CC(C(C(O5)C)O)NC(=O)C(F)(F)F)O. Drug 2: CCN(CC)CCCC(C)NC1=C2C=C(C=CC2=NC3=C1C=CC(=C3)Cl)OC. Cell line: NCI-H226. Synergy scores: CSS=33.5, Synergy_ZIP=-0.995, Synergy_Bliss=2.61, Synergy_Loewe=-0.795, Synergy_HSA=3.16. (2) Drug 1: CC1C(C(CC(O1)OC2CC(CC3=C2C(=C4C(=C3O)C(=O)C5=C(C4=O)C(=CC=C5)OC)O)(C(=O)CO)O)N)O.Cl. Drug 2: C1=C(C(=O)NC(=O)N1)N(CCCl)CCCl. Cell line: MCF7. Synergy scores: CSS=27.8, Synergy_ZIP=1.00, Synergy_Bliss=3.35, Synergy_Loewe=8.60, Synergy_HSA=7.50. (3) Drug 1: CCC1=CC2CC(C3=C(CN(C2)C1)C4=CC=CC=C4N3)(C5=C(C=C6C(=C5)C78CCN9C7C(C=CC9)(C(C(C8N6C)(C(=O)OC)O)OC(=O)C)CC)OC)C(=O)OC.C(C(C(=O)O)O)(C(=O)O)O. Drug 2: C1C(C(OC1N2C=C(C(=O)NC2=O)F)CO)O. Cell line: HCT116. Synergy scores: CSS=53.0, Synergy_ZIP=0.328, Synergy_Bliss=1.70, Synergy_Loewe=2.06, Synergy_HSA=5.57. (4) Drug 1: CN1C(=O)N2C=NC(=C2N=N1)C(=O)N. Drug 2: C1C(C(OC1N2C=NC3=C2NC=NCC3O)CO)O. Cell line: CCRF-CEM. Synergy scores: CSS=9.41, Synergy_ZIP=-0.332, Synergy_Bliss=3.05, Synergy_Loewe=4.15, Synergy_HSA=2.95. (5) Drug 1: COC1=C2C(=CC3=C1OC=C3)C=CC(=O)O2. Drug 2: N.N.Cl[Pt+2]Cl. Cell line: SK-MEL-5. Synergy scores: CSS=59.0, Synergy_ZIP=-0.899, Synergy_Bliss=-1.92, Synergy_Loewe=-11.6, Synergy_HSA=0.536. (6) Drug 1: COC1=NC(=NC2=C1N=CN2C3C(C(C(O3)CO)O)O)N. Drug 2: C(CC(=O)O)C(=O)CN.Cl. Cell line: A549. Synergy scores: CSS=3.94, Synergy_ZIP=-4.19, Synergy_Bliss=-1.45, Synergy_Loewe=-6.96, Synergy_HSA=-2.16. (7) Synergy scores: CSS=12.8, Synergy_ZIP=4.96, Synergy_Bliss=7.52, Synergy_Loewe=-16.9, Synergy_HSA=0.575. Drug 1: C1=C(C(=O)NC(=O)N1)N(CCCl)CCCl. Cell line: OVCAR3. Drug 2: C1CNP(=O)(OC1)N(CCCl)CCCl. (8) Drug 1: C1=CC(=C2C(=C1NCCNCCO)C(=O)C3=C(C=CC(=C3C2=O)O)O)NCCNCCO. Drug 2: C1=C(C(=O)NC(=O)N1)N(CCCl)CCCl. Cell line: SF-268. Synergy scores: CSS=62.5, Synergy_ZIP=3.98, Synergy_Bliss=3.53, Synergy_Loewe=1.43, Synergy_HSA=7.77. (9) Drug 1: CC(C)NC(=O)C1=CC=C(C=C1)CNNC.Cl. Drug 2: C1CNP(=O)(OC1)N(CCCl)CCCl. Cell line: HCC-2998. Synergy scores: CSS=-4.73, Synergy_ZIP=7.21, Synergy_Bliss=7.95, Synergy_Loewe=-1.83, Synergy_HSA=-1.83. (10) Drug 1: C1C(C(OC1N2C=C(C(=O)NC2=O)F)CO)O. Drug 2: B(C(CC(C)C)NC(=O)C(CC1=CC=CC=C1)NC(=O)C2=NC=CN=C2)(O)O. Cell line: COLO 205. Synergy scores: CSS=68.5, Synergy_ZIP=-4.01, Synergy_Bliss=-4.30, Synergy_Loewe=3.47, Synergy_HSA=4.91.